Regression/Classification. Given a drug SMILES string, predict its absorption, distribution, metabolism, or excretion properties. Task type varies by dataset: regression for continuous measurements (e.g., permeability, clearance, half-life) or binary classification for categorical outcomes (e.g., BBB penetration, CYP inhibition). Dataset: cyp1a2_veith. From a dataset of CYP1A2 inhibition data for predicting drug metabolism from PubChem BioAssay. The compound is O=C(c1ccncc1)N1CCC2(CCCN(c3ccncc3)C2)CC1. The result is 0 (non-inhibitor).